From a dataset of Forward reaction prediction with 1.9M reactions from USPTO patents (1976-2016). Predict the product of the given reaction. (1) The product is: [ClH:11].[NH2:1][CH2:2][C:3]([F:8])([F:7])[C:4]([O:6][CH3:14])=[O:5]. Given the reactants [NH2:1][CH2:2][C:3]([F:8])([F:7])[C:4]([OH:6])=[O:5].O=S(Cl)[Cl:11].Cl.[CH3:14]O, predict the reaction product. (2) The product is: [Br:8][C:4]1[N:3]=[C:2]([C:26]2[S:22][CH:23]=[N:24][CH:25]=2)[CH:7]=[CH:6][CH:5]=1. Given the reactants Br[C:2]1[CH:7]=[CH:6][CH:5]=[C:4]([Br:8])[N:3]=1.C(O)(=O)C(C)(C)C.C(=O)([O-])[O-].[K+].[K+].[S:22]1[CH:26]=[CH:25][N:24]=[CH:23]1, predict the reaction product. (3) Given the reactants [NH2:1][C:2]1[C:7](C)=[CH:6][C:5]([C:9]2[CH2:14][CH2:13][N:12](C(OC(C)(C)C)=O)[CH2:11][CH:10]=2)=[CH:4][C:3]=1[N+:22]([O-:24])=[O:23].F[C:26](F)(F)C(O)=O, predict the reaction product. The product is: [CH3:26][C:6]1[C:5]([C:9]2[CH2:14][CH2:13][NH:12][CH2:11][CH:10]=2)=[CH:4][C:3]([N+:22]([O-:24])=[O:23])=[C:2]([NH2:1])[CH:7]=1. (4) The product is: [ClH:23].[Br:1][C:2]1[CH:3]=[CH:4][C:5]([O:8][CH2:9][CH:10]2[CH2:15][CH2:14][NH:13][CH2:12][CH2:11]2)=[N:6][CH:7]=1. Given the reactants [Br:1][C:2]1[CH:3]=[CH:4][C:5]([O:8][CH2:9][CH:10]2[CH2:15][CH2:14][N:13](C(OC(C)(C)C)=O)[CH2:12][CH2:11]2)=[N:6][CH:7]=1.[ClH:23], predict the reaction product. (5) Given the reactants [CH3:1][O:2][C:3](=[O:16])[C:4]1[CH:9]=[C:8]([CH2:10][C:11]([F:14])([F:13])[CH3:12])[N:7]=[C:6](Cl)[CH:5]=1.C1(P(C2C=CC=CC=2)C2C=CC3C(=CC=CC=3)C=2C2C3C(=CC=CC=3)C=CC=2P(C2C=CC=CC=2)C2C=CC=CC=2)C=CC=CC=1.C(=O)([O-])[O-].[Cs+].[Cs+].[C@@H:69]([NH2:73])([CH2:71][CH3:72])[CH3:70], predict the reaction product. The product is: [CH3:1][O:2][C:3](=[O:16])[C:4]1[CH:9]=[C:8]([CH2:10][C:11]([F:14])([F:13])[CH3:12])[N:7]=[C:6]([NH:73][C@H:69]([CH2:71][CH3:72])[CH3:70])[CH:5]=1.